Dataset: Reaction yield outcomes from USPTO patents with 853,638 reactions. Task: Predict the reaction yield, written as a fraction of the theoretical maximum amount of product (1.0 means a 100% yield; for example, 0.34 means a 34% yield). (1) The reactants are [F:1][C:2]1[CH:7]=[CH:6][C:5]([N:8]2[CH2:14][CH2:13][CH2:12][CH2:11][CH:10]([C:15]([O:17]CC3C=CC=CC=3)=[O:16])[C:9]2=[O:25])=[CH:4][CH:3]=1. The catalyst is CO.[Pd]. The product is [F:1][C:2]1[CH:7]=[CH:6][C:5]([N:8]2[CH2:14][CH2:13][CH2:12][CH2:11][CH:10]([C:15]([OH:17])=[O:16])[C:9]2=[O:25])=[CH:4][CH:3]=1. The yield is 0.410. (2) The reactants are [CH2:1]([N:8]([CH2:15][C:16]1[C:21](Cl)=[N:20][C:19]([N:23]([CH3:27])[CH2:24][CH2:25][CH3:26])=[CH:18][N:17]=1)[CH2:9][C@@H:10]([OH:14])[CH2:11][O:12][CH3:13])[C:2]1[CH:7]=[CH:6][CH:5]=[CH:4][CH:3]=1.CC(C)([O-])C.[K+].O. The catalyst is CN(C=O)C. The product is [CH2:1]([N:8]1[CH2:15][C:16]2[N:17]=[CH:18][C:19]([N:23]([CH3:27])[CH2:24][CH2:25][CH3:26])=[N:20][C:21]=2[O:14][C@@H:10]([CH2:11][O:12][CH3:13])[CH2:9]1)[C:2]1[CH:7]=[CH:6][CH:5]=[CH:4][CH:3]=1. The yield is 0.900. (3) The reactants are [C:1]([C:5]1[S:9][C:8]([NH:10][C:11](=O)OC(C)(C)C)=[CH:7][CH:6]=1)([CH3:4])([CH3:3])[CH3:2].ClC1[N:24]=[C:23]([C:25]2[CH:30]=[CH:29][N:28]=[C:27]([C:31]([N:33]([CH2:36][CH3:37])[CH2:34][CH3:35])=[O:32])[CH:26]=2)[CH:22]=[CH:21][N:20]=1.O.C1(C)C=CC(S(O)(=O)=O)=CC=1.O. The catalyst is O1CCOCC1. The product is [C:1]([C:5]1[S:9][C:8]([NH:10][C:11]2[N:24]=[C:23]([C:25]3[CH:30]=[CH:29][N:28]=[C:27]([C:31]([N:33]([CH2:34][CH3:35])[CH2:36][CH3:37])=[O:32])[CH:26]=3)[CH:22]=[CH:21][N:20]=2)=[CH:7][CH:6]=1)([CH3:2])([CH3:3])[CH3:4]. The yield is 0.410. (4) The reactants are [NH:1]1[CH2:5][CH2:4][C@H:3]([OH:6])[CH2:2]1.[C:7]1([CH3:17])[CH:12]=[CH:11][C:10]([S:13](Cl)(=[O:15])=[O:14])=[CH:9][CH:8]=1.[OH-:18].[Na+].[OH2:20]. The catalyst is C1(C)C=CC=CC=1.[Br-].C([N+](CCCC)(CCCC)CCCC)CCC. The product is [S:13]([N:1]1[CH2:5][CH2:4][C@H:3]([O:6][S:13]([C:10]2[CH:11]=[CH:12][C:7]([CH3:17])=[CH:8][CH:9]=2)(=[O:20])=[O:18])[CH2:2]1)([C:10]1[CH:11]=[CH:12][C:7]([CH3:17])=[CH:8][CH:9]=1)(=[O:15])=[O:14]. The yield is 0.940. (5) The reactants are N[C:2]1[CH:3]=[CH:4][C:5]([F:16])=[C:6]([C:8]2[C:9]([C:14]#[N:15])=[CH:10][CH:11]=[CH:12][CH:13]=2)[CH:7]=1.N([O-])=O.[Na+].[BrH:21]. The catalyst is O1CCOCC1.O.[Cu]Br. The product is [Br:21][C:2]1[CH:3]=[CH:4][C:5]([F:16])=[C:6]([C:8]2[C:9]([C:14]#[N:15])=[CH:10][CH:11]=[CH:12][CH:13]=2)[CH:7]=1. The yield is 0.640. (6) The reactants are [CH3:1][O:2][C:3]1[CH:12]=[CH:11][C:6]([C:7]([O:9]C)=[O:8])=[CH:5][C:4]=1[N:13]([CH2:18][CH2:19][N:20]1[CH2:25][CH2:24][O:23][CH2:22][CH2:21]1)[S:14]([CH3:17])(=[O:16])=[O:15].Cl. The catalyst is O1CCOCC1. The product is [CH3:1][O:2][C:3]1[CH:12]=[CH:11][C:6]([C:7]([OH:9])=[O:8])=[CH:5][C:4]=1[N:13]([CH2:18][CH2:19][N:20]1[CH2:25][CH2:24][O:23][CH2:22][CH2:21]1)[S:14]([CH3:17])(=[O:16])=[O:15]. The yield is 0.910. (7) The reactants are C(O[C:6](=O)[N:7]([CH2:9][C:10]1[CH:14]=[C:13]([C:15]2[CH:20]=[CH:19][CH:18]=[C:17]([O:21][CH3:22])[C:16]=2[F:23])[N:12]([S:24]([C:27]2[CH:28]=[N:29][CH:30]=[CH:31][CH:32]=2)(=[O:26])=[O:25])[CH:11]=1)C)(C)(C)C.[C:34]([O:37]CC)(=[O:36])[CH3:35].Cl.C[OH:42]. No catalyst specified. The product is [C:17]([OH:21])(=[O:42])/[CH:18]=[CH:35]/[C:34]([OH:37])=[O:36].[F:23][C:16]1[C:17]([O:21][CH3:22])=[CH:18][CH:19]=[CH:20][C:15]=1[C:13]1[N:12]([S:24]([C:27]2[CH:28]=[N:29][CH:30]=[CH:31][CH:32]=2)(=[O:26])=[O:25])[CH:11]=[C:10]([CH2:9][NH:7][CH3:6])[CH:14]=1. The yield is 0.630.